This data is from Human liver microsome stability data. The task is: Regression/Classification. Given a drug SMILES string, predict its absorption, distribution, metabolism, or excretion properties. Task type varies by dataset: regression for continuous measurements (e.g., permeability, clearance, half-life) or binary classification for categorical outcomes (e.g., BBB penetration, CYP inhibition). Dataset: hlm. (1) The molecule is NC(=O)C1CCN(CCOc2ccc(C#Cc3ccc(-c4ccc(Cl)cc4)cn3)cc2)CC1. The result is 0 (unstable in human liver microsomes). (2) The compound is Cn1c(-c2ccccn2)c(C2CCCCC2)c2ccc(C(=O)NC3(C(=O)Nc4ccc(C=CC(=O)O)cc4)CCC3)cc21. The result is 0 (unstable in human liver microsomes). (3) The compound is Cc1ccc(-n2nc(C(=O)N3CCN(C)CC3)nc2-c2ccc3c(c2)N(C2CC2)C(C)C(=O)N3C)cc1. The result is 0 (unstable in human liver microsomes). (4) The compound is CC(C)(F)C(=O)NC[C@@H]1CCCN1C(=O)C[C@H](N)Cc1cc(F)c(F)cc1F. The result is 0 (unstable in human liver microsomes). (5) The drug is CSc1nc2ccccn2/c(=N\C(C)=O)c1S(=O)(=O)c1ccccc1. The result is 0 (unstable in human liver microsomes). (6) The molecule is C=Cc1cc([C@H](NC(=O)[C@@H](NC(=O)OC(C)(C)C)C(C)(C)C)C(=O)Nc2cccc(C(=O)NS(=O)(=O)c3ccc(C(F)(F)F)cc3)c2)ccc1Oc1cc(OC)nc(-c2ccccc2)n1. The result is 1 (stable in human liver microsomes). (7) The drug is CCOC(=O)Nc1ccc(NCc2ccc(F)cc2)cc1N. The result is 0 (unstable in human liver microsomes). (8) The compound is CCCCCCN=C(NC1=NC(=O)C(=O)N1C(C)C)Nc1ccc(Cl)c(Cl)c1. The result is 1 (stable in human liver microsomes). (9) The drug is NS(=O)(=O)Nc1ccc(C(=O)NC(C(=O)NO)c2ccc(-c3cc(F)c(F)c(F)c3)cc2)cc1. The result is 0 (unstable in human liver microsomes).